From a dataset of Reaction yield outcomes from USPTO patents with 853,638 reactions. Predict the reaction yield, written as a fraction of the theoretical maximum amount of product (1.0 means a 100% yield; for example, 0.34 means a 34% yield). (1) The catalyst is O1CCCC1. The reactants are [OH:1][CH:2]1[CH2:7][CH2:6][N:5]([C:8]([C:10]2[CH:15]=[C:14]([S:16]([CH3:19])(=[O:18])=[O:17])[CH:13]=[CH:12][C:11]=2[O:20][CH:21]([CH3:23])[CH3:22])=[O:9])[CH2:4][CH2:3]1.[N+:24]([C:27]1[CH:32]=[CH:31][C:30](O)=[CH:29][CH:28]=1)([O-:26])=[O:25].C1(P(C2C=CC=CC=2)C2C=CC=CC=2)C=CC=CC=1.N(C(OC(C)(C)C)=O)=NC(OC(C)(C)C)=O. The yield is 0.270. The product is [CH:21]([O:20][C:11]1[CH:12]=[CH:13][C:14]([S:16]([CH3:19])(=[O:18])=[O:17])=[CH:15][C:10]=1[C:8]([N:5]1[CH2:4][CH2:3][CH:2]([O:1][C:30]2[CH:31]=[CH:32][C:27]([N+:24]([O-:26])=[O:25])=[CH:28][CH:29]=2)[CH2:7][CH2:6]1)=[O:9])([CH3:23])[CH3:22]. (2) The reactants are [CH2:1]([O:3][CH:4]([O:7][CH2:8][CH3:9])[C:5]#[N:6])[CH3:2].[N+:10]([CH2:12][C:13]([O:15][CH3:16])=[O:14])#[C-:11].CCOCC. The catalyst is COCCOCCOC. The product is [CH2:1]([O:3][CH:4]([O:7][CH2:8][CH3:9])[C:5]1[N:6]=[CH:11][NH:10][C:12]=1[C:13]([O:15][CH3:16])=[O:14])[CH3:2]. The yield is 0.530. (3) The reactants are [Br:1][C:2]1[CH:7]=[CH:6][CH:5]=[CH:4][C:3]=1I.[F:9][C:10]([F:21])([F:20])[C:11]1[CH:16]=[CH:15][C:14](B(O)O)=[CH:13][CH:12]=1.C(=O)([O-])[O-].[Na+].[Na+]. The catalyst is C1C=CC([P]([Pd]([P](C2C=CC=CC=2)(C2C=CC=CC=2)C2C=CC=CC=2)([P](C2C=CC=CC=2)(C2C=CC=CC=2)C2C=CC=CC=2)[P](C2C=CC=CC=2)(C2C=CC=CC=2)C2C=CC=CC=2)(C2C=CC=CC=2)C2C=CC=CC=2)=CC=1. The product is [Br:1][C:2]1[CH:7]=[CH:6][CH:5]=[CH:4][C:3]=1[C:14]1[CH:15]=[CH:16][C:11]([C:10]([F:21])([F:20])[F:9])=[CH:12][CH:13]=1. The yield is 0.670. (4) The reactants are [F:1][C:2]1[CH:3]=[C:4]([C:9](=[O:11])[CH3:10])[CH:5]=[CH:6][C:7]=1[F:8].[CH3:12][N:13]([CH:15](OC)OC)[CH3:14]. No catalyst specified. The product is [F:1][C:2]1[CH:3]=[C:4]([C:9](=[O:11])/[CH:10]=[CH:12]/[N:13]([CH3:15])[CH3:14])[CH:5]=[CH:6][C:7]=1[F:8]. The yield is 0.840. (5) The reactants are [H-].[H-].[H-].[H-].[Li+].[Al+3].C([O:9][C:10](=O)[C:11]([CH3:35])([CH3:34])[CH2:12][CH2:13][CH2:14][CH2:15][CH2:16][CH2:17][C:18](=[O:33])[CH2:19][CH2:20][CH2:21][CH2:22][CH2:23][CH2:24][C:25]([CH3:32])([CH3:31])[C:26](OCC)=[O:27])C. The catalyst is C(OC)(C)(C)C. The product is [CH3:34][C:11]([CH3:35])([CH2:12][CH2:13][CH2:14][CH2:15][CH2:16][CH2:17][CH:18]([OH:33])[CH2:19][CH2:20][CH2:21][CH2:22][CH2:23][CH2:24][C:25]([CH3:32])([CH3:31])[CH2:26][OH:27])[CH2:10][OH:9]. The yield is 0.660. (6) The reactants are [CH3:1][C:2]1[O:6][N:5]=[C:4]([C:7]2[CH:12]=[CH:11][CH:10]=[CH:9][CH:8]=2)[C:3]=1[CH2:13][O:14][C:15]1[CH:23]=[CH:22][C:18]([C:19]([OH:21])=O)=[CH:17][N:16]=1.[NH2:24][C@H:25]([CH2:29][OH:30])[CH:26]([CH3:28])[CH3:27]. No catalyst specified. The product is [OH:30][CH2:29][C@@H:25]([NH:24][C:19](=[O:21])[C:18]1[CH:22]=[CH:23][C:15]([O:14][CH2:13][C:3]2[C:4]([C:7]3[CH:8]=[CH:9][CH:10]=[CH:11][CH:12]=3)=[N:5][O:6][C:2]=2[CH3:1])=[N:16][CH:17]=1)[CH:26]([CH3:28])[CH3:27]. The yield is 0.860. (7) The reactants are Cl[C:2]1[CH:7]=[C:6]([CH:8]2[CH2:10][CH2:9]2)[N:5]=[C:4]([C:11]2[CH:16]=[CH:15][CH:14]=[C:13]([Cl:17])[CH:12]=2)[CH:3]=1.[CH2:18]([O:20][C:21](=[O:30])[CH2:22][C:23]1[CH:28]=[CH:27][C:26]([NH2:29])=[CH:25][CH:24]=1)[CH3:19].C1C=CC(P(C2C(C3C(P(C4C=CC=CC=4)C4C=CC=CC=4)=CC=C4C=3C=CC=C4)=C3C(C=CC=C3)=CC=2)C2C=CC=CC=2)=CC=1.C(=O)([O-])[O-].[Cs+].[Cs+]. The catalyst is O1CCOCC1.C(OCC)(=O)C.O.C([O-])(=O)C.[Pd+2].C([O-])(=O)C. The product is [Cl:17][C:13]1[CH:12]=[C:11]([C:4]2[CH:3]=[C:2]([NH:29][C:26]3[CH:25]=[CH:24][C:23]([CH2:22][C:21]([O:20][CH2:18][CH3:19])=[O:30])=[CH:28][CH:27]=3)[CH:7]=[C:6]([CH:8]3[CH2:10][CH2:9]3)[N:5]=2)[CH:16]=[CH:15][CH:14]=1. The yield is 0.330.